Dataset: Peptide-MHC class I binding affinity with 185,985 pairs from IEDB/IMGT. Task: Regression. Given a peptide amino acid sequence and an MHC pseudo amino acid sequence, predict their binding affinity value. This is MHC class I binding data. (1) The peptide sequence is DDIDEEDD. The MHC is Mamu-B08 with pseudo-sequence Mamu-B08. The binding affinity (normalized) is 0. (2) The peptide sequence is VTFQGKFKK. The MHC is HLA-B27:05 with pseudo-sequence HLA-B27:05. The binding affinity (normalized) is 0.0847.